From a dataset of Catalyst prediction with 721,799 reactions and 888 catalyst types from USPTO. Predict which catalyst facilitates the given reaction. (1) Product: [N:1]1[C:10]2[C:5](=[CH:6][CH:7]=[CH:8][CH:9]=2)[CH:4]=[CH:3][C:2]=1[CH2:11][CH2:12][C:13]1[CH:14]=[C:15]([CH:18]=[CH:19][CH:20]=1)[CH:16]=[O:17]. The catalyst class is: 719. Reactant: [N:1]1[C:10]2[C:5](=[CH:6][CH:7]=[CH:8][CH:9]=2)[CH:4]=[CH:3][C:2]=1[CH:11]=[CH:12][C:13]1[CH:14]=[C:15]([CH:18]=[CH:19][CH:20]=1)[CH:16]=[O:17]. (2) Reactant: Cl[C:2]1[N:7]=[CH:6][N:5]=[C:4]([O:8][C:9]2[CH:10]=[C:11]3[C:15](=[CH:16][CH:17]=2)[NH:14][CH:13]=[CH:12]3)[CH:3]=1.[N-:18]=[N+:19]=[N-:20].[Na+].O. Product: [N:18]([C:2]1[N:7]=[CH:6][N:5]=[C:4]([O:8][C:9]2[CH:10]=[C:11]3[C:15](=[CH:16][CH:17]=2)[NH:14][CH:13]=[CH:12]3)[CH:3]=1)=[N+:19]=[N-:20]. The catalyst class is: 3. (3) Reactant: [Br:1][C:2]1[CH:3]=[C:4]([CH:15]=[C:16]([Br:35])[C:17]=1[O:18][C:19]1[CH:24]=[CH:23][C:22]([OH:25])=[C:21]([C:26](=[O:34])[C:27]2[CH:32]=[CH:31][C:30]([Cl:33])=[CH:29][CH:28]=2)[CH:20]=1)[CH:5]=[N:6][O:7][CH:8]([CH3:14])[C:9]([O:11]CC)=[O:10].[OH-].[Na+]. Product: [Br:1][C:2]1[CH:3]=[C:4]([CH:15]=[C:16]([Br:35])[C:17]=1[O:18][C:19]1[CH:24]=[CH:23][C:22]([OH:25])=[C:21]([C:26](=[O:34])[C:27]2[CH:28]=[CH:29][C:30]([Cl:33])=[CH:31][CH:32]=2)[CH:20]=1)[CH:5]=[N:6][O:7][CH:8]([CH3:14])[C:9]([OH:11])=[O:10]. The catalyst class is: 88.